Dataset: Forward reaction prediction with 1.9M reactions from USPTO patents (1976-2016). Task: Predict the product of the given reaction. Given the reactants Cl[C:2]1[CH:7]=[CH:6][C:5]([C:8]([F:11])([F:10])[F:9])=[CH:4][N:3]=1.Cl.[NH2:13][C@H:14]1[CH2:18][CH2:17][CH2:16][C@@H:15]1[NH:19][C:20](=[O:31])[C:21]1[C:26]([O:27][CH3:28])=[CH:25][CH:24]=[CH:23][C:22]=1[O:29][CH3:30].CCN(C(C)C)C(C)C, predict the reaction product. The product is: [CH3:30][O:29][C:22]1[CH:23]=[CH:24][CH:25]=[C:26]([O:27][CH3:28])[C:21]=1[C:20]([NH:19][C@H:15]1[CH2:16][CH2:17][CH2:18][C@@H:14]1[NH:13][C:2]1[CH:7]=[CH:6][C:5]([C:8]([F:11])([F:10])[F:9])=[CH:4][N:3]=1)=[O:31].